This data is from Peptide-MHC class II binding affinity with 134,281 pairs from IEDB. The task is: Regression. Given a peptide amino acid sequence and an MHC pseudo amino acid sequence, predict their binding affinity value. This is MHC class II binding data. (1) The peptide sequence is AYEGQRVVFIQPSPV. The MHC is DRB3_0202 with pseudo-sequence DRB3_0202. The binding affinity (normalized) is 0.173. (2) The peptide sequence is PGKYTAYEGQRVVFIQ. The MHC is DRB1_0301 with pseudo-sequence DRB1_0301. The binding affinity (normalized) is 0.187. (3) The peptide sequence is EFCDMLRLFDYNKNA. The MHC is DRB1_0101 with pseudo-sequence DRB1_0101. The binding affinity (normalized) is 0.841. (4) The MHC is HLA-DPA10201-DPB10501 with pseudo-sequence HLA-DPA10201-DPB10501. The peptide sequence is LVVRMYLSSQAIRLV. The binding affinity (normalized) is 0.431. (5) The peptide sequence is RMAMTDTTPFGQQRV. The MHC is DRB1_1501 with pseudo-sequence DRB1_1501. The binding affinity (normalized) is 0.127. (6) The peptide sequence is KKSRMSMAMGTMAGCGY. The MHC is HLA-DQA10501-DQB10302 with pseudo-sequence HLA-DQA10501-DQB10302. The binding affinity (normalized) is 0.430. (7) The peptide sequence is GELQIVDKIDAAFKW. The MHC is DRB3_0101 with pseudo-sequence DRB3_0101. The binding affinity (normalized) is 0.602. (8) The peptide sequence is IVTHFPFDEQNCSMKLG. The MHC is DRB1_1302 with pseudo-sequence DRB1_1302. The binding affinity (normalized) is 0.208.